This data is from CYP2C9 inhibition data for predicting drug metabolism from PubChem BioAssay. The task is: Regression/Classification. Given a drug SMILES string, predict its absorption, distribution, metabolism, or excretion properties. Task type varies by dataset: regression for continuous measurements (e.g., permeability, clearance, half-life) or binary classification for categorical outcomes (e.g., BBB penetration, CYP inhibition). Dataset: cyp2c9_veith. (1) The drug is CCO[C@H]1O[C@@H]([C@H](COCc2ccccc2)OCc2ccccc2)[C@@H](OCc2ccccc2)[C@H]1O. The result is 1 (inhibitor). (2) The drug is CC1(C)SC(=S)N(NC(=O)Nc2ccccc2)C1N(O)C(=O)Nc1ccccc1. The result is 1 (inhibitor). (3) The drug is COCCNC(=O)c1onc(CSc2ccccc2F)c1C(=O)O. The result is 1 (inhibitor).